From a dataset of Forward reaction prediction with 1.9M reactions from USPTO patents (1976-2016). Predict the product of the given reaction. (1) The product is: [OH:1][CH:2]([C:19]1[CH:24]=[CH:23][CH:22]=[CH:21][N:20]=1)[C:3]1[CH:4]=[C:5]([C:16]([NH:33][CH2:32][C:29]2[CH:30]=[N:31][C:26]([CH3:25])=[CH:27][CH:28]=2)=[O:18])[CH:6]=[C:7]([C:9]2[CH:14]=[CH:13][C:12]([CH3:15])=[CH:11][CH:10]=2)[CH:8]=1. Given the reactants [OH:1][CH:2]([C:19]1[CH:24]=[CH:23][CH:22]=[CH:21][N:20]=1)[C:3]1[CH:4]=[C:5]([C:16]([OH:18])=O)[CH:6]=[C:7]([C:9]2[CH:14]=[CH:13][C:12]([CH3:15])=[CH:11][CH:10]=2)[CH:8]=1.[CH3:25][C:26]1[N:31]=[CH:30][C:29]([CH2:32][NH2:33])=[CH:28][CH:27]=1.F[P-](F)(F)(F)(F)F.C[N+](C)=C(N(C)C)ON1C2N=CC=CC=2N=N1.C(N(CC)C(C)C)(C)C, predict the reaction product. (2) Given the reactants [Cl:1][C:2]1[CH:10]=[CH:9][CH:8]=[C:7]2[C:3]=1[CH:4]=[CH:5][N:6]2[CH:11]([C:15]1[CH:20]=[CH:19][CH:18]=[CH:17][CH:16]=1)[CH2:12][CH2:13]Cl.[CH3:21][NH2:22], predict the reaction product. The product is: [Cl:1][C:2]1[CH:10]=[CH:9][CH:8]=[C:7]2[C:3]=1[CH:4]=[CH:5][N:6]2[C@H:11]([C:15]1[CH:20]=[CH:19][CH:18]=[CH:17][CH:16]=1)[CH2:12][CH2:13][NH:22][CH3:21]. (3) Given the reactants [H-].[H-].[H-].[H-].[Li+].[Al+3].C1COCC1.[CH3:12][N:13]1[CH2:17][CH2:16][CH2:15][C@@H:14]1[C:18]([C:20]1[C:28]2[C:23](=[CH:24][CH:25]=[C:26]([CH2:29][CH2:30][S:31]([C:34]3[CH:39]=[CH:38][CH:37]=[CH:36][CH:35]=3)(=[O:33])=[O:32])[CH:27]=2)[NH:22][CH:21]=1)=O.[OH-].[Na+], predict the reaction product. The product is: [CH3:12][N:13]1[CH2:17][CH2:16][CH2:15][C@@H:14]1[CH2:18][C:20]1[C:28]2[C:23](=[CH:24][CH:25]=[C:26]([CH2:29][CH2:30][S:31]([C:34]3[CH:39]=[CH:38][CH:37]=[CH:36][CH:35]=3)(=[O:32])=[O:33])[CH:27]=2)[NH:22][CH:21]=1. (4) The product is: [NH2:18][C:10]1[O:11][C@H:12]([C:14]([F:16])([F:17])[F:15])[CH2:13][C@:8]([C:6]2[CH:7]=[C:2]([NH:1][C:29](=[O:30])[C:26]3[CH:25]=[CH:24][C:23]([CH:22]([F:32])[F:21])=[CH:28][N:27]=3)[CH:3]=[CH:4][C:5]=2[F:20])([CH3:19])[N:9]=1. Given the reactants [NH2:1][C:2]1[CH:3]=[CH:4][C:5]([F:20])=[C:6]([C@:8]2([CH3:19])[CH2:13][C@@H:12]([C:14]([F:17])([F:16])[F:15])[O:11][C:10]([NH2:18])=[N:9]2)[CH:7]=1.[F:21][CH:22]([F:32])[C:23]1[CH:24]=[CH:25][C:26]([C:29](O)=[O:30])=[N:27][CH:28]=1, predict the reaction product. (5) Given the reactants C(N(CC)CC)C.[CH:8]([C:10]1[C:18]2[C:13](=[CH:14][CH:15]=[CH:16][CH:17]=2)[N:12](C(OC(C)(C)C)=O)[CH:11]=1)=[O:9].[NH:26]1[C:34]2[C:29](=[CH:30][C:31]([CH:35]=[N:36][C:37]3[CH:42]=[CH:41][N:40]=[C:39]([O:43][CH3:44])[CH:38]=3)=[CH:32][CH:33]=2)[CH:28]=[CH:27]1, predict the reaction product. The product is: [NH:12]1[C:13]2[C:18](=[CH:17][CH:16]=[CH:15][CH:14]=2)[C:10]([C:8](=[O:9])[CH:35]([C:31]2[CH:30]=[C:29]3[C:34](=[CH:33][CH:32]=2)[NH:26][CH:27]=[CH:28]3)[NH:36][C:37]2[CH:42]=[CH:41][N:40]=[C:39]([O:43][CH3:44])[CH:38]=2)=[CH:11]1.